The task is: Predict the product of the given reaction.. This data is from Forward reaction prediction with 1.9M reactions from USPTO patents (1976-2016). Given the reactants [F:1][C:2]1[CH:7]=[CH:6][C:5]([CH:8]([OH:30])[CH:9]([CH2:15][C:16]2[CH:21]=[CH:20][C:19]([CH3:22])=[C:18]([O:23][C:24]([F:29])([F:28])[CH:25]([F:27])[F:26])[CH:17]=2)[C:10]([O:12]CC)=[O:11])=[CH:4][CH:3]=1.[OH-].[Na+].Cl, predict the reaction product. The product is: [F:1][C:2]1[CH:7]=[CH:6][C:5]([CH:8]([OH:30])[CH:9]([CH2:15][C:16]2[CH:21]=[CH:20][C:19]([CH3:22])=[C:18]([O:23][C:24]([F:29])([F:28])[CH:25]([F:27])[F:26])[CH:17]=2)[C:10]([OH:12])=[O:11])=[CH:4][CH:3]=1.